Dataset: Peptide-MHC class I binding affinity with 185,985 pairs from IEDB/IMGT. Task: Regression. Given a peptide amino acid sequence and an MHC pseudo amino acid sequence, predict their binding affinity value. This is MHC class I binding data. (1) The peptide sequence is AYQQGVKTL. The MHC is HLA-B40:01 with pseudo-sequence HLA-B40:01. The binding affinity (normalized) is 0.0847. (2) The peptide sequence is RQSSGSSSSGF. The MHC is HLA-A29:02 with pseudo-sequence HLA-A29:02. The binding affinity (normalized) is 0.0847.